Dataset: Peptide-MHC class II binding affinity with 134,281 pairs from IEDB. Task: Regression. Given a peptide amino acid sequence and an MHC pseudo amino acid sequence, predict their binding affinity value. This is MHC class II binding data. (1) The peptide sequence is GRRYELETNLQHRDG. The MHC is DRB1_0404 with pseudo-sequence DRB1_0404. The binding affinity (normalized) is 0.514. (2) The peptide sequence is LIDDVLAILPLDDLK. The MHC is DRB1_0404 with pseudo-sequence DRB1_0404. The binding affinity (normalized) is 0.366. (3) The peptide sequence is QMATTLPVQRHPRSL. The MHC is HLA-DPA10301-DPB10402 with pseudo-sequence HLA-DPA10301-DPB10402. The binding affinity (normalized) is 0.262.